This data is from Forward reaction prediction with 1.9M reactions from USPTO patents (1976-2016). The task is: Predict the product of the given reaction. (1) Given the reactants [C:1]1([CH3:10])[CH:6]=[CH:5][C:4]([C:7](Cl)=[O:8])=[CH:3][CH:2]=1.Cl.[CH3:12][NH:13][O:14][CH3:15].N1C=CC=CC=1, predict the reaction product. The product is: [CH3:15][O:14][N:13]([CH3:12])[C:7]([C:4]1[CH:5]=[CH:6][C:1]([CH3:10])=[CH:2][CH:3]=1)=[O:8]. (2) Given the reactants [Cl:1][C:2]1[CH:32]=[C:31]([C:33]([F:36])([F:35])[F:34])[CH:30]=[CH:29][C:3]=1[O:4][CH2:5][C:6]([N:8]1[CH2:13][CH2:12][C:11]2[N:14]=[C:15]3[S:19][C:18]([CH3:20])=[N:17][N:16]3[C:10]=2[CH:9]1[C:21]1[S:22][CH:23]=[C:24]([C:26](O)=[O:27])[N:25]=1)=[O:7].[CH3:37][NH2:38], predict the reaction product. The product is: [Cl:1][C:2]1[CH:32]=[C:31]([C:33]([F:34])([F:35])[F:36])[CH:30]=[CH:29][C:3]=1[O:4][CH2:5][C:6]([N:8]1[CH2:13][CH2:12][C:11]2[N:14]=[C:15]3[S:19][C:18]([CH3:20])=[N:17][N:16]3[C:10]=2[CH:9]1[C:21]1[S:22][CH:23]=[C:24]([C:26]([NH:38][CH3:37])=[O:27])[N:25]=1)=[O:7]. (3) Given the reactants [CH3:1][O:2][C:3]([C@H:5]1[N:9]2[C:10](=[O:34])[C:11]([NH:31][CH:32]=[O:33])=[C:12]([CH2:20][C:21]3[C:30]4[C:25](=[CH:26][CH:27]=[CH:28][CH:29]=4)[CH:24]=[CH:23][CH:22]=3)[C:13]([C:14]3[CH:19]=[CH:18][CH:17]=[CH:16][CH:15]=3)=[C:8]2[S:7][CH2:6]1)=[O:4].CC([O-])(C)C.[K+].[CH:41]([S:44](Cl)(=[O:46])=[O:45])([CH3:43])[CH3:42].C([O-])(O)=O.[Na+], predict the reaction product. The product is: [CH3:1][O:2][C:3]([C@H:5]1[N:9]2[C:10](=[O:34])[C:11]([N:31]([CH:32]=[O:33])[S:44]([CH:41]([CH3:43])[CH3:42])(=[O:46])=[O:45])=[C:12]([CH2:20][C:21]3[C:30]4[C:25](=[CH:26][CH:27]=[CH:28][CH:29]=4)[CH:24]=[CH:23][CH:22]=3)[C:13]([C:14]3[CH:15]=[CH:16][CH:17]=[CH:18][CH:19]=3)=[C:8]2[S:7][CH2:6]1)=[O:4]. (4) Given the reactants [CH3:1][O:2][CH:3]1[CH:7]([C:8](OC)=O)[CH2:6][CH:5](OC)[O:4]1.[CH3:14][N:15]1[C:19]([NH2:20])=[CH:18][CH:17]=[N:16]1, predict the reaction product. The product is: [CH3:14][N:15]1[C:19]([N:20]2[CH:5]=[CH:6][C:7]([C:3]([O:2][CH3:1])=[O:4])=[CH:8]2)=[CH:18][CH:17]=[N:16]1. (5) Given the reactants CS[CH:3]1[CH:8]([C:9]#[N:10])[C:7](=[O:11])[NH:6][C:5]([CH2:12][C:13]2[CH:17]=[CH:16][S:15][CH:14]=2)=[N:4]1.[O:18]1[C:23]2([CH2:28][CH2:27][NH:26][CH2:25][CH2:24]2)[O:22][CH2:21][CH2:20][CH2:19]1, predict the reaction product. The product is: [CH2:24]1[C:23]2([O:18][CH2:19][CH2:20][CH2:21][O:22]2)[CH2:28][CH2:27][N:26]([C:3]2[N:4]=[C:5]([CH2:12][C:13]3[CH:17]=[CH:16][S:15][CH:14]=3)[NH:6][C:7](=[O:11])[C:8]=2[C:9]#[N:10])[CH2:25]1. (6) Given the reactants [N:1]1([C:7]2[N:8]=[CH:9][C:10]([C:13]([OH:15])=O)=[N:11][CH:12]=2)[CH2:6][CH2:5][CH2:4][CH2:3][CH2:2]1.[F:16][C:17]1[CH:22]=[C:21]([C:23]2[CH:31]=[C:30]3[C:26]([C:27]([C:32]4[NH:33][C:34]5[CH2:39][CH2:38][NH:37][CH2:36][C:35]=5[N:40]=4)=[N:28][NH:29]3)=[CH:25][CH:24]=2)[C:20]([CH2:41][C:42]([F:45])([F:44])[F:43])=[CH:19][C:18]=1[OH:46], predict the reaction product. The product is: [CH2:2]([NH:1][CH2:6][CH3:5])[CH3:3].[F:16][C:17]1[C:18]([OH:46])=[CH:19][C:20]([CH2:41][C:42]([F:43])([F:44])[F:45])=[C:21]([C:23]2[CH:31]=[C:30]3[C:26]([C:27]([C:32]4[NH:33][C:34]5[CH2:39][CH2:38][N:37]([C:13]([C:10]6[CH:9]=[N:8][C:7]([N:1]7[CH2:2][CH2:3][CH2:4][CH2:5][CH2:6]7)=[CH:12][N:11]=6)=[O:15])[CH2:36][C:35]=5[N:40]=4)=[N:28][NH:29]3)=[CH:25][CH:24]=2)[CH:22]=1. (7) Given the reactants C([O:3][C:4]([C:6]1[CH:7]=[CH:8][C:9]2[N:10]([C:12]([CH:15]([C:17]3[CH:18]=[C:19]4[C:23](=[CH:24][CH:25]=3)[N:22]([CH3:26])[N:21]=[CH:20]4)[CH3:16])=[CH:13][N:14]=2)[N:11]=1)=[CH2:5])C.Cl.CN1C2C(=CC(CC3N4N=C(C(=O)C)C=CC4=NC=3)=CC=2)C=N1, predict the reaction product. The product is: [CH3:26][N:22]1[C:23]2[C:19](=[CH:18][C:17]([CH:15]([C:12]3[N:10]4[N:11]=[C:6]([C:4](=[O:3])[CH3:5])[CH:7]=[CH:8][C:9]4=[N:14][CH:13]=3)[CH3:16])=[CH:25][CH:24]=2)[CH:20]=[N:21]1. (8) The product is: [CH2:34]([N:33]([CH3:32])[C:19](=[O:21])[C:18]1[CH:17]=[CH:16][C:15]([C:22]([OH:31])([C:23]([F:25])([F:26])[F:24])[C:27]([F:28])([F:30])[F:29])=[CH:14][CH:13]=1)[CH2:35][C:36]1[CH:41]=[CH:40][CH:39]=[CH:38][CH:37]=1. Given the reactants C1N=CN(C(N2C=NC=C2)=O)C=1.[CH:13]1[C:18]([C:19]([OH:21])=O)=[CH:17][CH:16]=[C:15]([C:22]([OH:31])([C:27]([F:30])([F:29])[F:28])[C:23]([F:26])([F:25])[F:24])[CH:14]=1.[CH3:32][NH:33][CH2:34][CH2:35][C:36]1[CH:41]=[CH:40][CH:39]=[CH:38][CH:37]=1, predict the reaction product.